Dataset: Experimentally validated miRNA-target interactions with 360,000+ pairs, plus equal number of negative samples. Task: Binary Classification. Given a miRNA mature sequence and a target amino acid sequence, predict their likelihood of interaction. (1) The miRNA is hsa-miR-3120-5p with sequence CCUGUCUGUGCCUGCUGUACA. The protein sequence of the target gene is MSGFLEELLGEKLVTGGGEEVDVHSLGARGISLLGLYFGCSLSAPCAQLSASLAAFYGRLRGDAAAGPGPGAGAGAAAEPEPRRRLEIVFVSSDQDQRQWQDFVRDMPWLALPYKEKHRKLKLWNKYRISNIPSLIFLDATTGKVVCRNGLLVIRDDPEGLEFPWGPKPFREVIAGPLLRNNGQSLESSSLEGSHVGVYFSAHWCPPCRSLTRVLVESYRKIKEAGQNFEIIFVSADRSEESFKQYFSEMPWLAVPYTDEARRSRLNRLYGIQGIPTLIMLDPQGEVITRQGRVEVLNDE.... Result: 1 (interaction). (2) The miRNA is hsa-miR-6872-3p with sequence CCCAUGCCUCCUGCCGCGGUC. The protein sequence of the target gene is MRGANAWAPLCLLLAAATQLSRQQSPERPVFTCGGILTGESGFIGSEGFPGVYPPNSKCTWKITVPEGKVVVLNFRFIDLESDNLCRYDFVDVYNGHANGQRIGRFCGTFRPGALVSSGNKMMVQMISDANTAGNGFMAMFSAAEPNERGDQYCGGLLDRPSGSFKTPNWPDRDYPAGVTCVWHIVAPKNQLIELKFEKFDVERDNYCRYDYVAVFNGGEVNDARRIGKYCGDSPPAPIVSERNELLIQFLSDLSLTADGFIGHYIFRPKKLPTTTEQPVTTTFPVTTGLKPTVALCQQK.... Result: 0 (no interaction). (3) Result: 0 (no interaction). The protein sequence of the target gene is MTEYKLVVVGAGGVGKSALTIQLIQNHFVDEYDPTIEDSYRKQVVIDGETCLLDILDTAGQEEYSAMRDQYMRTGEGFLCVFAINNTKSFEDIHHYREQIKRVKDSEDVPMVLVGNKCDLPSRTVDTKQAQELARSYGIPFIETSAKTRQRVEDAFYTLVREIRQYRLKKISKEEKTPGCVKIKKCVIM. The miRNA is rno-miR-433-3p with sequence AUCAUGAUGGGCUCCUCGGUGU.